From a dataset of NCI-60 drug combinations with 297,098 pairs across 59 cell lines. Regression. Given two drug SMILES strings and cell line genomic features, predict the synergy score measuring deviation from expected non-interaction effect. (1) Drug 1: CC12CCC3C(C1CCC2O)C(CC4=C3C=CC(=C4)O)CCCCCCCCCS(=O)CCCC(C(F)(F)F)(F)F. Drug 2: C(CC(=O)O)C(=O)CN.Cl. Cell line: MOLT-4. Synergy scores: CSS=14.4, Synergy_ZIP=-2.09, Synergy_Bliss=-3.12, Synergy_Loewe=-1.58, Synergy_HSA=-1.59. (2) Drug 1: COC1=C(C=C2C(=C1)N=CN=C2NC3=CC(=C(C=C3)F)Cl)OCCCN4CCOCC4. Drug 2: CC1CCC2CC(C(=CC=CC=CC(CC(C(=O)C(C(C(=CC(C(=O)CC(OC(=O)C3CCCCN3C(=O)C(=O)C1(O2)O)C(C)CC4CCC(C(C4)OC)OCCO)C)C)O)OC)C)C)C)OC. Cell line: OVCAR-5. Synergy scores: CSS=49.2, Synergy_ZIP=-2.28, Synergy_Bliss=-2.55, Synergy_Loewe=2.46, Synergy_HSA=3.35. (3) Drug 1: CC1CCC2CC(C(=CC=CC=CC(CC(C(=O)C(C(C(=CC(C(=O)CC(OC(=O)C3CCCCN3C(=O)C(=O)C1(O2)O)C(C)CC4CCC(C(C4)OC)O)C)C)O)OC)C)C)C)OC. Drug 2: CCC1(CC2CC(C3=C(CCN(C2)C1)C4=CC=CC=C4N3)(C5=C(C=C6C(=C5)C78CCN9C7C(C=CC9)(C(C(C8N6C)(C(=O)OC)O)OC(=O)C)CC)OC)C(=O)OC)O.OS(=O)(=O)O. Cell line: MOLT-4. Synergy scores: CSS=7.67, Synergy_ZIP=11.3, Synergy_Bliss=11.8, Synergy_Loewe=6.31, Synergy_HSA=5.10. (4) Drug 1: C1CN1C2=NC(=NC(=N2)N3CC3)N4CC4. Drug 2: C1=CC(=CC=C1CCC2=CNC3=C2C(=O)NC(=N3)N)C(=O)NC(CCC(=O)O)C(=O)O. Cell line: ACHN. Synergy scores: CSS=65.8, Synergy_ZIP=-3.25, Synergy_Bliss=-3.28, Synergy_Loewe=0.489, Synergy_HSA=2.41. (5) Drug 1: CNC(=O)C1=CC=CC=C1SC2=CC3=C(C=C2)C(=NN3)C=CC4=CC=CC=N4. Drug 2: C1=CN(C(=O)N=C1N)C2C(C(C(O2)CO)O)O.Cl. Cell line: ACHN. Synergy scores: CSS=48.1, Synergy_ZIP=-1.68, Synergy_Bliss=-3.91, Synergy_Loewe=-23.6, Synergy_HSA=-2.95.